Dataset: Catalyst prediction with 721,799 reactions and 888 catalyst types from USPTO. Task: Predict which catalyst facilitates the given reaction. Reactant: Br[CH2:2][C:3]1[CH:4]=[C:5]2[C:28](=[CH:29][CH:30]=1)[C:9]1=[N:10][O:11][C:12]([C:13]3[C:17]([C:18]([F:21])([F:20])[F:19])=[C:16]([C:22]4[CH:27]=[CH:26][CH:25]=[CH:24][CH:23]=4)[O:15][N:14]=3)=[C:8]1[CH2:7][CH2:6]2.[CH3:31][NH:32][CH2:33][CH2:34][C:35]([NH2:37])=[O:36].C(N(CC)CC)C.CN([CH:48]=[O:49])C. Product: [OH:36][C:48]([C:18]([F:21])([F:20])[F:19])=[O:49].[CH3:31][N:32]([CH2:2][C:3]1[CH:4]=[C:5]2[C:28](=[CH:29][CH:30]=1)[C:9]1=[N:10][O:11][C:12]([C:13]3[C:17]([C:18]([F:21])([F:20])[F:19])=[C:16]([C:22]4[CH:27]=[CH:26][CH:25]=[CH:24][CH:23]=4)[O:15][N:14]=3)=[C:8]1[CH2:7][CH2:6]2)[CH2:33][CH2:34][C:35]([NH2:37])=[O:36]. The catalyst class is: 13.